From a dataset of Reaction yield outcomes from USPTO patents with 853,638 reactions. Predict the reaction yield, written as a fraction of the theoretical maximum amount of product (1.0 means a 100% yield; for example, 0.34 means a 34% yield). (1) The reactants are Cl[C:2]1[C:11]2[C:6](=[CH:7][CH:8]=[C:9]([S:12]([C:15]([CH3:18])([CH3:17])[CH3:16])(=[O:14])=[O:13])[CH:10]=2)[N:5]=[CH:4][CH:3]=1.[CH3:19][C:20]1[C:21]([NH2:26])=[N:22][NH:23][C:24]=1[CH3:25].Cl.CC[NH+](CC)CC.CC[NH+](CC)CC.C([O-])([O-])=O. The catalyst is C(O)C.CCOCC. The product is [CH3:16][C:15]([S:12]([C:9]1[CH:10]=[C:11]2[C:6](=[CH:7][CH:8]=1)[N:5]=[CH:4][CH:3]=[C:2]2[NH:26][C:21]1[C:20]([CH3:19])=[C:24]([CH3:25])[NH:23][N:22]=1)(=[O:14])=[O:13])([CH3:18])[CH3:17]. The yield is 0.750. (2) The reactants are [CH2:1]([O:3][CH:4]([O:23][CH2:24][CH3:25])[C:5]1[CH:22]=[CH:21][C:8](/[CH:9]=[N:10]/[C:11]2[CH:19]=[CH:18][CH:17]=[C:16]3[C:12]=2[CH2:13][O:14][C:15]3=[O:20])=[CH:7][CH:6]=1)[CH3:2].[CH3:26][N:27]1[CH:31]=[CH:30][N:29]=[C:28]1[CH:32]=O.[CH2:34]([O-])[CH3:35].[Na+].C(OCC)(=[O:41])CC. No catalyst specified. The product is [CH2:1]([O:3][CH:4]([O:23][CH2:24][CH3:25])[C:5]1[CH:22]=[CH:21][C:8]([CH:9]2[CH:32]([C:28]3[N:27]([CH3:26])[CH:31]=[CH:30][N:29]=3)[C:13](=[O:41])[C:12]3[C:16]([C:15]([O:14][CH2:34][CH3:35])=[O:20])=[CH:17][CH:18]=[CH:19][C:11]=3[NH:10]2)=[CH:7][CH:6]=1)[CH3:2]. The yield is 0.0500.